This data is from Full USPTO retrosynthesis dataset with 1.9M reactions from patents (1976-2016). The task is: Predict the reactants needed to synthesize the given product. (1) Given the product [F:1][C:2]1[CH:7]=[C:6]([F:8])[CH:5]=[CH:4][C:3]=1[S:9]([NH:12][C:13]1[C:14]([O:28][CH3:29])=[N:15][CH:16]=[C:17]([C:19]2[CH:24]=[CH:23][N:22]3[N:25]=[CH:26][C:27]([I:30])=[C:21]3[CH:20]=2)[CH:18]=1)(=[O:10])=[O:11], predict the reactants needed to synthesize it. The reactants are: [F:1][C:2]1[CH:7]=[C:6]([F:8])[CH:5]=[CH:4][C:3]=1[S:9]([NH:12][C:13]1[C:14]([O:28][CH3:29])=[N:15][CH:16]=[C:17]([C:19]2[CH:24]=[CH:23][N:22]3[N:25]=[CH:26][CH:27]=[C:21]3[CH:20]=2)[CH:18]=1)(=[O:11])=[O:10].[I:30]N1C(=O)CCC1=O. (2) Given the product [CH2:1]([O:8][C:9]1[CH:14]=[CH:13][C:12]([OH:15])=[CH:11][C:10]=1[N:16]([C:24]([O:26][CH2:35][C:36]1[CH:41]=[CH:40][CH:39]=[CH:38][CH:37]=1)=[O:25])[S:17]([CH3:20])(=[O:19])=[O:18])[C:2]1[CH:7]=[CH:6][CH:5]=[CH:4][CH:3]=1, predict the reactants needed to synthesize it. The reactants are: [CH2:1]([O:8][C:9]1[CH:14]=[CH:13][C:12]([OH:15])=[CH:11][C:10]=1[N:16]([C:24]([O:26]C(C)(C)C)=[O:25])[S:17]([CH2:20]CCC)(=[O:19])=[O:18])[C:2]1[CH:7]=[CH:6][CH:5]=[CH:4][CH:3]=1.C(O)(=O)C.[CH2:35](OC1C=CC=CC=1N(C(OC(C)(C)C)=O)S(CCCC)(=O)=O)[C:36]1[CH:41]=[CH:40][CH:39]=[CH:38][CH:37]=1. (3) Given the product [Cl:28][C:27]1[CH:29]=[C:23]([C:59]2[CH:58]=[CH:57][C:56]([CH2:55][C@@H:54]([NH:63][C:11]([C:8]3[CH:9]=[CH:10][C:5]4[N:4]=[N:3][N:2]([OH:1])[C:6]=4[CH:7]=3)=[O:13])[CH2:53][C@@H:52]([OH:64])[C:51]([OH:65])=[O:50])=[CH:61][CH:60]=2)[CH:24]=[CH:25][CH:26]=1, predict the reactants needed to synthesize it. The reactants are: [OH:1][N:2]1[C:6]2[CH:7]=[C:8]([C:11]([OH:13])=O)[CH:9]=[CH:10][C:5]=2[N:4]=[N:3]1.CN(C(ON1N=N[C:24]2[CH:25]=[CH:26][C:27](=[CH:29][C:23]1=2)[Cl:28])=[N+](C)C)C.F[P-](F)(F)(F)(F)F.CCN(C(C)C)C(C)C.C([O:50][C:51](=[O:65])[C@H:52]([OH:64])[CH2:53][C@H:54]([NH2:63])[CH2:55][C:56]1[CH:61]=[CH:60][C:59](Br)=[CH:58][CH:57]=1)C.ClC1C=C(B(O)O)C=CC=1.C([O-])([O-])=O.[K+].[K+].CCO.O.[Li+].[OH-]. (4) The reactants are: [F:1][C:2]([F:34])([F:33])[C:3]1[CH:4]=[C:5]([C@H:13]([O:15][C@H:16]2[O:24][CH2:23][C@@H:19]3[CH2:20][NH:21][CH2:22][C@H:18]3[C@@H:17]2[C:25]2[CH:30]=[CH:29][C:28]([F:31])=[CH:27][C:26]=2[CH3:32])[CH3:14])[CH:6]=[C:7]([C:9]([F:12])([F:11])[F:10])[CH:8]=1.C(N(CC)CC)C.Cl[C:43]1[CH:48]=[N:47][CH:46]=[CH:45][N:44]=1. Given the product [F:34][C:2]([F:1])([F:33])[C:3]1[CH:4]=[C:5]([C@H:13]([O:15][C@H:16]2[O:24][CH2:23][C@@H:19]3[CH2:20][N:21]([C:43]4[CH:48]=[N:47][CH:46]=[CH:45][N:44]=4)[CH2:22][C@H:18]3[C@@H:17]2[C:25]2[CH:30]=[CH:29][C:28]([F:31])=[CH:27][C:26]=2[CH3:32])[CH3:14])[CH:6]=[C:7]([C:9]([F:12])([F:10])[F:11])[CH:8]=1, predict the reactants needed to synthesize it. (5) Given the product [CH3:32][C:17]([CH3:33])([CH2:18][C:19]#[C:20][C:21]1[CH:22]=[CH:23][C:24]([O:27][C:28]([F:31])([F:29])[F:30])=[CH:25][CH:26]=1)[CH2:16][O:15][C:12]1[CH:13]=[C:14]2[C:9]([CH:8]=[CH:7][N:6]2[CH2:5][C:4]([OH:34])=[O:3])=[CH:10][CH:11]=1, predict the reactants needed to synthesize it. The reactants are: C([O:3][C:4](=[O:34])[CH2:5][N:6]1[C:14]2[C:9](=[CH:10][CH:11]=[C:12]([O:15][CH2:16][C:17]([CH3:33])([CH3:32])[CH2:18][C:19]#[C:20][C:21]3[CH:26]=[CH:25][C:24]([O:27][C:28]([F:31])([F:30])[F:29])=[CH:23][CH:22]=3)[CH:13]=2)[CH:8]=[CH:7]1)C.[Li+].[OH-]. (6) Given the product [Cl:25][C:21]1[CH:22]=[CH:23][CH:24]=[C:19]([Cl:18])[C:20]=1[C:26]1[C:30]([CH:31]=[O:32])=[C:29]([CH:33]([CH3:35])[CH3:34])[O:28][N:27]=1, predict the reactants needed to synthesize it. The reactants are: [Cr](Cl)([O-])(=O)=O.[NH+]1C=CC=CC=1.S([O-])([O-])(=O)=O.[Mg+2].[Cl:18][C:19]1[CH:24]=[CH:23][CH:22]=[C:21]([Cl:25])[C:20]=1[C:26]1[C:30]([CH2:31][OH:32])=[C:29]([CH:33]([CH3:35])[CH3:34])[O:28][N:27]=1. (7) Given the product [ClH:1].[ClH:1].[N:12]12[CH2:17][CH:16]3[CH2:15][CH:14]([CH2:18][CH:10]([C@@H:9]3[O:8][C:5]3[CH:4]=[CH:3][C:2]([C:27]4[CH:28]=[C:29]5[C:33](=[CH:34][CH:35]=4)[NH:32][C:31](=[O:36])[CH2:30]5)=[N:7][CH:6]=3)[CH2:11]1)[CH2:13]2, predict the reactants needed to synthesize it. The reactants are: [Cl:1][C:2]1[N:7]=[CH:6][C:5]([O:8][C@@H:9]2[CH:16]3[CH2:17][N:12]4[CH2:13][CH:14]([CH2:18][CH:10]2[CH2:11]4)[CH2:15]3)=[CH:4][CH:3]=1.CC1(C)C(C)(C)OB([C:27]2[CH:28]=[C:29]3[C:33](=[CH:34][CH:35]=2)[NH:32][C:31](=[O:36])[CH2:30]3)O1.